Dataset: Reaction yield outcomes from USPTO patents with 853,638 reactions. Task: Predict the reaction yield, written as a fraction of the theoretical maximum amount of product (1.0 means a 100% yield; for example, 0.34 means a 34% yield). (1) The catalyst is CN(C)C=O. The yield is 0.744. The reactants are [NH:1]1[C:9]2[C:4](=[CH:5][CH:6]=[CH:7][CH:8]=2)[C:3]([C:10]([O:12][CH3:13])=[O:11])=[N:2]1.[F:14][C:15]1[CH:22]=[CH:21][CH:20]=[CH:19][C:16]=1[CH2:17]Br.C(=O)([O-])[O-].[Cs+].[Cs+]. The product is [F:14][C:15]1[CH:22]=[CH:21][CH:20]=[CH:19][C:16]=1[CH2:17][N:1]1[C:9]2[C:4](=[CH:5][CH:6]=[CH:7][CH:8]=2)[C:3]([C:10]([O:12][CH3:13])=[O:11])=[N:2]1. (2) The reactants are [Br:1][C:2]1[CH:3]=[CH:4][C:5]2[N:6]([C:8]([C:11]([O:13]CC)=O)=[CH:9][N:10]=2)[CH:7]=1.O.[CH2:17]([NH2:19])[CH3:18]. No catalyst specified. The product is [Br:1][C:2]1[CH:3]=[CH:4][C:5]2[N:6]([C:8]([C:11]([NH:19][CH2:17][CH3:18])=[O:13])=[CH:9][N:10]=2)[CH:7]=1. The yield is 0.800. (3) The reactants are [CH:1]1[CH:2]=[CH:3][C:4]2[O:11][C:9](=[O:10])[CH2:8][CH2:7][C:5]=2[CH:6]=1.OS(O)(=O)=O.[CH2:17]([OH:19])[CH3:18]. No catalyst specified. The product is [CH2:17]([O:19][C:9](=[O:10])[CH2:8][CH2:7][C:5]1[CH:6]=[CH:1][CH:2]=[CH:3][C:4]=1[OH:11])[CH3:18]. The yield is 0.800.